Dataset: Reaction yield outcomes from USPTO patents with 853,638 reactions. Task: Predict the reaction yield, written as a fraction of the theoretical maximum amount of product (1.0 means a 100% yield; for example, 0.34 means a 34% yield). The reactants are [CH2:1]([N:3]1[C:11]2[C:6](=[CH:7][CH:8]=[CH:9][CH:10]=2)[CH2:5][CH2:4]1)[CH3:2].[S:12]([Cl:16])(=O)(=[O:14])[OH:13]. No catalyst specified. The product is [CH2:1]([N:3]1[C:11]2[C:6](=[CH:7][C:8]([S:12]([Cl:16])(=[O:14])=[O:13])=[CH:9][CH:10]=2)[CH2:5][CH2:4]1)[CH3:2]. The yield is 0.0600.